Predict the reaction yield, written as a fraction of the theoretical maximum amount of product (1.0 means a 100% yield; for example, 0.34 means a 34% yield). From a dataset of Reaction yield outcomes from USPTO patents with 853,638 reactions. (1) The reactants are [CH2:1]([O:3][C:4](=[O:25])[CH2:5][CH2:6][C:7]1[CH:12]=[CH:11][C:10]([O:13][CH2:14][CH2:15][C@H:16]([O:18]S(C)(=O)=O)[CH3:17])=[CH:9][C:8]=1[CH2:23]C)C.[Br:26][C:27]1[CH:32]=[C:31]([C:33]([F:36])([F:35])[F:34])[CH:30]=[CH:29][C:28]=1O. No catalyst specified. The product is [CH3:1][O:3][C:4](=[O:25])[CH2:5][CH2:6][C:7]1[CH:12]=[CH:11][C:10]([O:13][CH2:14][CH2:15][C@@H:16]([O:18][C:28]2[CH:29]=[CH:30][C:31]([C:33]([F:36])([F:35])[F:34])=[CH:32][C:27]=2[Br:26])[CH3:17])=[CH:9][C:8]=1[CH3:23]. The yield is 0.690. (2) The reactants are [Cl:1][C:2]1[C:3]([OH:15])=[C:4]([CH:11]=[C:12]([F:14])[CH:13]=1)[CH2:5][NH:6]C(=O)CCl.[OH-].[Na+]. The catalyst is C1COCC1.Cl. The product is [NH2:6][CH2:5][C:4]1[CH:11]=[C:12]([F:14])[CH:13]=[C:2]([Cl:1])[C:3]=1[OH:15]. The yield is 0.710.